Dataset: NCI-60 drug combinations with 297,098 pairs across 59 cell lines. Task: Regression. Given two drug SMILES strings and cell line genomic features, predict the synergy score measuring deviation from expected non-interaction effect. (1) Drug 1: CCCCC(=O)OCC(=O)C1(CC(C2=C(C1)C(=C3C(=C2O)C(=O)C4=C(C3=O)C=CC=C4OC)O)OC5CC(C(C(O5)C)O)NC(=O)C(F)(F)F)O. Drug 2: C1=CC=C(C=C1)NC(=O)CCCCCCC(=O)NO. Cell line: NCIH23. Synergy scores: CSS=25.1, Synergy_ZIP=18.0, Synergy_Bliss=19.7, Synergy_Loewe=16.7, Synergy_HSA=20.7. (2) Drug 1: CCCS(=O)(=O)NC1=C(C(=C(C=C1)F)C(=O)C2=CNC3=C2C=C(C=N3)C4=CC=C(C=C4)Cl)F. Drug 2: CC=C1C(=O)NC(C(=O)OC2CC(=O)NC(C(=O)NC(CSSCCC=C2)C(=O)N1)C(C)C)C(C)C. Cell line: LOX IMVI. Synergy scores: CSS=30.4, Synergy_ZIP=-6.00, Synergy_Bliss=-7.38, Synergy_Loewe=-6.64, Synergy_HSA=-5.27.